This data is from NCI-60 drug combinations with 297,098 pairs across 59 cell lines. The task is: Regression. Given two drug SMILES strings and cell line genomic features, predict the synergy score measuring deviation from expected non-interaction effect. (1) Drug 1: COC1=C(C=C2C(=C1)N=CN=C2NC3=CC(=C(C=C3)F)Cl)OCCCN4CCOCC4. Drug 2: C1=NC(=NC(=O)N1C2C(C(C(O2)CO)O)O)N. Cell line: MDA-MB-231. Synergy scores: CSS=20.2, Synergy_ZIP=-3.77, Synergy_Bliss=4.26, Synergy_Loewe=3.67, Synergy_HSA=3.55. (2) Drug 1: C1=CC(=C2C(=C1NCCNCCO)C(=O)C3=C(C=CC(=C3C2=O)O)O)NCCNCCO. Drug 2: C1=C(C(=O)NC(=O)N1)F. Cell line: SK-OV-3. Synergy scores: CSS=55.0, Synergy_ZIP=0.705, Synergy_Bliss=-0.165, Synergy_Loewe=-2.50, Synergy_HSA=5.94. (3) Drug 1: C1CC(=O)NC(=O)C1N2CC3=C(C2=O)C=CC=C3N. Drug 2: CC1CCC2CC(C(=CC=CC=CC(CC(C(=O)C(C(C(=CC(C(=O)CC(OC(=O)C3CCCCN3C(=O)C(=O)C1(O2)O)C(C)CC4CCC(C(C4)OC)O)C)C)O)OC)C)C)C)OC. Cell line: HOP-62. Synergy scores: CSS=20.3, Synergy_ZIP=-5.33, Synergy_Bliss=-5.10, Synergy_Loewe=-57.9, Synergy_HSA=-0.279. (4) Drug 1: C1CCN(CC1)CCOC2=CC=C(C=C2)C(=O)C3=C(SC4=C3C=CC(=C4)O)C5=CC=C(C=C5)O. Drug 2: C1=NC(=NC(=O)N1C2C(C(C(O2)CO)O)O)N. Cell line: A549. Synergy scores: CSS=0.776, Synergy_ZIP=1.66, Synergy_Bliss=1.97, Synergy_Loewe=-0.907, Synergy_HSA=-0.569. (5) Drug 1: C1=C(C(=O)NC(=O)N1)N(CCCl)CCCl. Drug 2: C1C(C(OC1N2C=NC3=C(N=C(N=C32)Cl)N)CO)O. Cell line: SR. Synergy scores: CSS=63.7, Synergy_ZIP=0.994, Synergy_Bliss=1.62, Synergy_Loewe=3.70, Synergy_HSA=5.08. (6) Drug 1: C1=CC(=C2C(=C1NCCNCCO)C(=O)C3=C(C=CC(=C3C2=O)O)O)NCCNCCO. Drug 2: CCN(CC)CCNC(=O)C1=C(NC(=C1C)C=C2C3=C(C=CC(=C3)F)NC2=O)C. Cell line: COLO 205. Synergy scores: CSS=54.2, Synergy_ZIP=8.70, Synergy_Bliss=7.40, Synergy_Loewe=-13.9, Synergy_HSA=4.94. (7) Drug 1: C1=CN(C(=O)N=C1N)C2C(C(C(O2)CO)O)O.Cl. Drug 2: C1=NC(=NC(=O)N1C2C(C(C(O2)CO)O)O)N. Cell line: K-562. Synergy scores: CSS=39.1, Synergy_ZIP=-12.9, Synergy_Bliss=-13.8, Synergy_Loewe=-6.36, Synergy_HSA=-4.29.